From a dataset of Full USPTO retrosynthesis dataset with 1.9M reactions from patents (1976-2016). Predict the reactants needed to synthesize the given product. (1) Given the product [ClH:41].[ClH:41].[CH2:36]([C:18]1[N:17]=[N:16][C:15]([O:14][CH:11]2[CH2:12][CH2:13][NH:8][CH2:9][CH2:10]2)=[CH:20][C:19]=1[C:21]1[CH:26]=[CH:25][C:24]([O:27][CH:28]2[CH2:33][CH2:32][CH2:31][CH2:30][CH2:29]2)=[C:23]([CH:22]=1)[C:34]#[N:35])[CH2:37][CH2:38][CH3:39], predict the reactants needed to synthesize it. The reactants are: C(OC([N:8]1[CH2:13][CH2:12][CH:11]([O:14][C:15]2[N:16]=[N:17][C:18]([CH2:36][CH2:37][CH2:38][CH3:39])=[C:19]([C:21]3[CH:26]=[CH:25][C:24]([O:27][CH:28]4[CH2:33][CH2:32][CH2:31][CH2:30][CH2:29]4)=[C:23]([C:34]#[N:35])[CH:22]=3)[CH:20]=2)[CH2:10][CH2:9]1)=O)(C)(C)C.C(Cl)[Cl:41]. (2) Given the product [Cl:11][C:7]1[CH:6]=[C:5]2[C:4](=[C:9]([Cl:10])[CH:8]=1)[C:3](=[O:14])[N:15]([C:16]1[CH:17]=[CH:18][C:19]([O:23][CH3:24])=[C:20]([OH:22])[CH:21]=1)[CH2:12]2, predict the reactants needed to synthesize it. The reactants are: CO[C:3](=[O:14])[C:4]1[C:9]([Cl:10])=[CH:8][C:7]([Cl:11])=[CH:6][C:5]=1[CH2:12]Br.[NH2:15][C:16]1[CH:17]=[CH:18][C:19]([O:23][CH3:24])=[C:20]([OH:22])[CH:21]=1. (3) Given the product [Br:21][C:18]1[CH:19]=[CH:20][C:15]([NH:14][C:2]([NH2:3])=[S:1])=[N:16][CH:17]=1, predict the reactants needed to synthesize it. The reactants are: [S-:1][C:2]#[N:3].[NH4+].C(Cl)(=O)C1C=CC=CC=1.[NH2:14][C:15]1[CH:20]=[CH:19][C:18]([Br:21])=[CH:17][N:16]=1. (4) Given the product [F:42][C:43]([F:56])([F:55])[S:44]([O:41][C:37]1[CH:36]=[CH:35][C:34]2[C:39](=[CH:40][C:31]([C:24]3[C:23]4[C:18]([C:17]([C:10]5[C:11]6[C:16](=[CH:15][CH:14]=[CH:13][CH:12]=6)[C:7]([C:1]6[CH:2]=[CH:3][CH:4]=[CH:5][CH:6]=6)=[CH:8][CH:9]=5)=[C:30]5[C:25]=3[CH:26]=[CH:27][CH:28]=[CH:29]5)=[CH:19][CH:20]=[CH:21][CH:22]=4)=[CH:32][CH:33]=2)[CH:38]=1)(=[O:46])=[O:45], predict the reactants needed to synthesize it. The reactants are: [C:1]1([C:7]2[C:16]3[C:11](=[CH:12][CH:13]=[CH:14][CH:15]=3)[C:10]([C:17]3[C:30]4[C:25](=[CH:26][CH:27]=[CH:28][CH:29]=4)[C:24]([C:31]4[CH:40]=[C:39]5[C:34]([CH:35]=[CH:36][C:37]([OH:41])=[CH:38]5)=[CH:33][CH:32]=4)=[C:23]4[C:18]=3[CH:19]=[CH:20][CH:21]=[CH:22]4)=[CH:9][CH:8]=2)[CH:6]=[CH:5][CH:4]=[CH:3][CH:2]=1.[F:42][C:43]([F:56])([F:55])[S:44](O[S:44]([C:43]([F:56])([F:55])[F:42])(=[O:46])=[O:45])(=[O:46])=[O:45]. (5) Given the product [Cl:24][C:25]1[CH:30]=[C:29]([F:31])[CH:28]=[CH:27][C:26]=1[O:32][C:6]1[CH:5]=[CH:4][C:3]([CH:2]([F:23])[F:1])=[CH:21][C:7]=1[C:8]([NH:10][C:11]1[CH:16]=[CH:15][CH:14]=[C:13]([S:17](=[O:20])(=[O:19])[NH2:18])[CH:12]=1)=[O:9], predict the reactants needed to synthesize it. The reactants are: [F:1][CH:2]([F:23])[C:3]1[CH:4]=[CH:5][C:6](F)=[C:7]([CH:21]=1)[C:8]([NH:10][C:11]1[CH:16]=[CH:15][CH:14]=[C:13]([S:17](=[O:20])(=[O:19])[NH2:18])[CH:12]=1)=[O:9].[Cl:24][C:25]1[CH:30]=[C:29]([F:31])[CH:28]=[CH:27][C:26]=1[OH:32].C(=O)([O-])[O-].[Cs+].[Cs+]. (6) Given the product [CH2:1]([O:3][C:4]([C:6]1([C:9]2[CH:10]=[CH:11][C:12]([C:15]3[CH:20]=[CH:19][C:18]([C:21]4[S:22][C:23]([Cl:29])=[CH:24][C:25]=4[NH:40][C:45]([O:38][C@@H:36]([C:31]4[CH:32]=[CH:33][CH:34]=[CH:35][C:30]=4[CH3:39])[CH3:37])=[O:49])=[CH:17][CH:16]=3)=[CH:13][CH:14]=2)[CH2:8][CH2:7]1)=[O:5])[CH3:2], predict the reactants needed to synthesize it. The reactants are: [CH2:1]([O:3][C:4]([C:6]1([C:9]2[CH:14]=[CH:13][C:12]([C:15]3[CH:20]=[CH:19][C:18]([C:21]4[S:22][C:23]([Cl:29])=[CH:24][C:25]=4C(=O)N)=[CH:17][CH:16]=3)=[CH:11][CH:10]=2)[CH2:8][CH2:7]1)=[O:5])[CH3:2].[C:30]1([CH3:39])[CH:35]=[CH:34][CH:33]=[CH:32][C:31]=1[C@H:36]([OH:38])[CH3:37].[N:40]1[CH:45]=CC=CC=1.FC(F)(F)C(OI(C1C=CC=CC=1)OC(=O)C(F)(F)F)=[O:49]. (7) Given the product [CH2:1]([NH:9][C:10]([C@H:12]1[N:17]2[C:18](=[O:35])[C@@H:19]([NH2:24])[CH2:20][CH2:21][C:22](=[O:23])[N:16]2[CH2:15][CH2:14][CH2:13]1)=[O:11])[CH2:2][C:3]1[CH:8]=[CH:7][CH:6]=[CH:5][CH:4]=1, predict the reactants needed to synthesize it. The reactants are: [CH2:1]([NH:9][C:10]([C@H:12]1[N:17]2[C:18](=[O:35])[C@@H:19]([N:24]3C(=O)C4C(=CC=CC=4)C3=O)[CH2:20][CH2:21][C:22](=[O:23])[N:16]2[CH2:15][CH2:14][CH2:13]1)=[O:11])[CH2:2][C:3]1[CH:8]=[CH:7][CH:6]=[CH:5][CH:4]=1.